Dataset: Full USPTO retrosynthesis dataset with 1.9M reactions from patents (1976-2016). Task: Predict the reactants needed to synthesize the given product. Given the product [Br:1][C:2]1[CH:3]=[CH:4][C:5]([CH2:8][F:16])=[CH:6][N:7]=1, predict the reactants needed to synthesize it. The reactants are: [Br:1][C:2]1[N:7]=[CH:6][C:5]([CH2:8]O)=[CH:4][CH:3]=1.CCN(S(F)(F)[F:16])CC.